From a dataset of Forward reaction prediction with 1.9M reactions from USPTO patents (1976-2016). Predict the product of the given reaction. (1) Given the reactants [F:1][C:2]1[CH:7]=[CH:6][C:5]([CH2:8][C:9]([NH2:12])([CH3:11])[CH3:10])=[CH:4][CH:3]=1.[CH2:13]1[CH2:19][S:16](=[O:18])(=[O:17])[O:15][CH2:14]1, predict the reaction product. The product is: [F:1][C:2]1[CH:3]=[CH:4][C:5]([CH2:8][C:9]([NH:12][CH2:14][CH2:13][CH2:19][S:16]([OH:18])(=[O:17])=[O:15])([CH3:10])[CH3:11])=[CH:6][CH:7]=1. (2) The product is: [CH3:31][O:32][N:33]=[C:2]1[C:11]2[C:6](=[CH:7][C:8]([C:12]([F:14])([F:15])[F:13])=[CH:9][CH:10]=2)[O:5][C@@H:4]([C:16]2[CH:17]=[C:18]([CH:23]=[CH:24][CH:25]=2)[C:19]([O:21][CH3:22])=[O:20])[CH2:3]1. Given the reactants O=[C:2]1[C:11]2[C:6](=[CH:7][C:8]([C:12]([F:15])([F:14])[F:13])=[CH:9][CH:10]=2)[O:5][C@@H:4]([C:16]2[CH:17]=[C:18]([CH:23]=[CH:24][CH:25]=2)[C:19]([O:21][CH3:22])=[O:20])[CH2:3]1.C([O-])(=O)C.[Na+].[CH3:31][O:32][NH2:33].Cl, predict the reaction product. (3) The product is: [C:33]([C:30]1[CH:31]=[CH:32][C:27]([CH2:26][N:20]2[C:21](=[O:25])[N:22]([CH2:23][CH3:24])[C:18]([CH2:17][CH2:16][CH2:15][C:11]3[CH:10]=[C:9]([C:5]4[CH:6]=[CH:7][CH:8]=[C:3]([CH2:2][NH:1][S:43]([C:37]5[CH:42]=[CH:41][CH:40]=[CH:39][CH:38]=5)(=[O:45])=[O:44])[CH:4]=4)[CH:14]=[CH:13][CH:12]=3)=[N:19]2)=[CH:28][CH:29]=1)([CH3:35])([CH3:34])[CH3:36]. Given the reactants [NH2:1][CH2:2][C:3]1[CH:4]=[C:5]([C:9]2[CH:14]=[CH:13][CH:12]=[C:11]([CH2:15][CH2:16][CH2:17][C:18]3[N:22]([CH2:23][CH3:24])[C:21](=[O:25])[N:20]([CH2:26][C:27]4[CH:32]=[CH:31][C:30]([C:33]([CH3:36])([CH3:35])[CH3:34])=[CH:29][CH:28]=4)[N:19]=3)[CH:10]=2)[CH:6]=[CH:7][CH:8]=1.[C:37]1([S:43](Cl)(=[O:45])=[O:44])[CH:42]=[CH:41][CH:40]=[CH:39][CH:38]=1, predict the reaction product. (4) Given the reactants [OH:1][CH2:2][C:3]1[N:8]=[CH:7][N:6]=[C:5]([O:9][C:10]2[CH:11]=[C:12]3[C:16](=[CH:17][CH:18]=2)[N:15]([C:19]([NH:21][C:22]2[CH:26]=[C:25]([C:27]([F:30])([F:29])[F:28])[N:24]([CH3:31])[N:23]=2)=[O:20])[CH:14]=[CH:13]3)[CH:4]=1.[CH3:32][S:33](Cl)(=[O:35])=[O:34].C(N(CC)CC)C, predict the reaction product. The product is: [CH3:32][S:33]([O:1][CH2:2][C:3]1[CH:4]=[C:5]([O:9][C:10]2[CH:11]=[C:12]3[C:16](=[CH:17][CH:18]=2)[N:15]([C:19](=[O:20])[NH:21][C:22]2[CH:26]=[C:25]([C:27]([F:29])([F:30])[F:28])[N:24]([CH3:31])[N:23]=2)[CH:14]=[CH:13]3)[N:6]=[CH:7][N:8]=1)(=[O:35])=[O:34].